From a dataset of Reaction yield outcomes from USPTO patents with 853,638 reactions. Predict the reaction yield, written as a fraction of the theoretical maximum amount of product (1.0 means a 100% yield; for example, 0.34 means a 34% yield). (1) The reactants are Br[C:2]1[CH:3]=[N:4][CH:5]=[C:6]([N:10]2[CH2:21][CH2:20][N:19]3[C:12](=[CH:13][C:14]4[CH2:15][C:16]([CH3:23])([CH3:22])[CH2:17][C:18]=43)[C:11]2=[O:24])[C:7]=1[CH:8]=[O:9].[CH3:25][N:26]1[CH:31]=[C:30](B2OC(C)(C)C(C)(C)O2)[CH:29]=[C:28]([NH:41][C:42]2[CH:47]=[CH:46][N:45]=[C:44]([CH3:48])[N:43]=2)[C:27]1=[O:49].[O-]P([O-])([O-])=O.[K+].[K+].[K+].C([O-])(=O)C.[Na+]. The catalyst is C1C=CC(P(C2C=CC=CC=2)[C-]2C=CC=C2)=CC=1.C1C=CC(P(C2C=CC=CC=2)[C-]2C=CC=C2)=CC=1.Cl[Pd]Cl.[Fe+2].O.C(#N)C. The product is [CH3:22][C:16]1([CH3:23])[CH2:15][C:14]2[CH:13]=[C:12]3[N:19]([CH2:20][CH2:21][N:10]([C:6]4[CH:5]=[N:4][CH:3]=[C:2]([C:30]5[CH:29]=[C:28]([NH:41][C:42]6[CH:47]=[CH:46][N:45]=[C:44]([CH3:48])[N:43]=6)[C:27](=[O:49])[N:26]([CH3:25])[CH:31]=5)[C:7]=4[CH:8]=[O:9])[C:11]3=[O:24])[C:18]=2[CH2:17]1. The yield is 0.530. (2) The reactants are [CH2:1]([O:8][C:9]1[C:14]([O:15][CH2:16][C@H:17]2[CH2:19][O:18]2)=[CH:13][CH:12]=[C:11]([Cl:20])[C:10]=1[C:21]1[CH:26]=[CH:25][CH:24]=[CH:23][C:22]=1Cl)[C:2]1[CH:7]=[CH:6][CH:5]=[CH:4][CH:3]=1.[CH2:28](OC1C(O)=CC=C(Cl)C=1C1C=CC=CC=1C)C1C=CC=CC=1. No catalyst specified. The product is [CH2:1]([O:8][C:9]1[C:14]([O:15][CH2:16][C@H:17]2[CH2:19][O:18]2)=[CH:13][CH:12]=[C:11]([Cl:20])[C:10]=1[C:21]1[CH:26]=[CH:25][CH:24]=[CH:23][C:22]=1[CH3:28])[C:2]1[CH:7]=[CH:6][CH:5]=[CH:4][CH:3]=1. The yield is 0.890. (3) The reactants are [N+:1]([C:4]1[CH:5]=[C:6]2[C:10](=[CH:11][CH:12]=1)[N:9]([CH2:13][C:14]1[CH:19]=[CH:18][CH:17]=[C:16]([F:20])[CH:15]=1)[N:8]=[CH:7]2)([O-])=O. The catalyst is C(O)(=O)C.CCOC(C)=O.[Fe]. The product is [NH2:1][C:4]1[CH:5]=[C:6]2[C:10](=[CH:11][CH:12]=1)[N:9]([CH2:13][C:14]1[CH:19]=[CH:18][CH:17]=[C:16]([F:20])[CH:15]=1)[N:8]=[CH:7]2. The yield is 0.760.